Dataset: Peptide-MHC class II binding affinity with 134,281 pairs from IEDB. Task: Regression. Given a peptide amino acid sequence and an MHC pseudo amino acid sequence, predict their binding affinity value. This is MHC class II binding data. (1) The peptide sequence is EAIIRILQQLLFIHF. The MHC is DRB5_0101 with pseudo-sequence DRB5_0101. The binding affinity (normalized) is 0.139. (2) The peptide sequence is FLHATDLLPAC. The MHC is HLA-DQA10101-DQB10501 with pseudo-sequence HLA-DQA10101-DQB10501. The binding affinity (normalized) is 0.397. (3) The peptide sequence is LMAFTAAVTSPLTTS. The MHC is DRB1_0101 with pseudo-sequence DRB1_0101. The binding affinity (normalized) is 0. (4) The peptide sequence is LVNLLIFHINGKIIK. The MHC is DRB1_0101 with pseudo-sequence DRB1_0101. The binding affinity (normalized) is 0.597. (5) The peptide sequence is YKLIDNSLILLECFV. The MHC is DRB1_0405 with pseudo-sequence DRB1_0405. The binding affinity (normalized) is 0.741. (6) The peptide sequence is YVAWMSATAALAREA. The MHC is DRB1_1001 with pseudo-sequence DRB1_1001. The binding affinity (normalized) is 1.00. (7) The peptide sequence is GGWWLTFGQILGLAQ. The MHC is DRB1_0301 with pseudo-sequence DRB1_0301. The binding affinity (normalized) is 0.